Dataset: Full USPTO retrosynthesis dataset with 1.9M reactions from patents (1976-2016). Task: Predict the reactants needed to synthesize the given product. (1) Given the product [CH2:1]([N:6]1[C:14]2[C:9](=[CH:10][CH:11]=[CH:12][CH:13]=2)[C:8]2[CH:15]=[C:16]([C:19]([OH:21])=[O:20])[N:17]=[CH:18][C:7]1=2)[CH2:2][CH2:3][CH2:4][CH3:5], predict the reactants needed to synthesize it. The reactants are: [CH2:1]([N:6]1[C:14]2[C:9](=[CH:10][CH:11]=[CH:12][CH:13]=2)[C:8]2[CH:15]=[C:16]([C:19]([O:21]CC)=[O:20])[N:17]=[CH:18][C:7]1=2)[CH2:2][CH2:3][CH2:4][CH3:5].[OH-].[K+].C1C2NC3C(=CC=CC=3)C=2C=C(C(O)=O)C=1. (2) Given the product [CH3:24][O:23][C:20]1[CH:21]=[CH:22][C:17]([CH:14]([C:5]2[CH:6]=[CH:7][C:8]3[C:13](=[CH:12][CH:11]=[CH:10][CH:9]=3)[C:4]=2[N+:1]([O-:3])=[O:2])[OH:15])=[CH:18][CH:19]=1, predict the reactants needed to synthesize it. The reactants are: [N+:1]([C:4]1[C:13]2[C:8](=[CH:9][CH:10]=[CH:11][CH:12]=2)[CH:7]=[CH:6][C:5]=1[CH:14]=[O:15])([O-:3])=[O:2].I[C:17]1[CH:22]=[CH:21][C:20]([O:23][CH3:24])=[CH:19][CH:18]=1. (3) The reactants are: C[O:2][C:3]1[CH:8]=[CH:7][C:6]([C:9]2[C:17]3[C:12](=[C:13]([N:18]4[CH2:23][CH2:22][O:21][CH2:20][CH2:19]4)[CH:14]=[CH:15][CH:16]=3)[N:11]([CH2:24][CH2:25][CH3:26])[N:10]=2)=[CH:5][CH:4]=1.B(Br)(Br)Br. Given the product [N:18]1([C:13]2[CH:14]=[CH:15][CH:16]=[C:17]3[C:12]=2[N:11]([CH2:24][CH2:25][CH3:26])[N:10]=[C:9]3[C:6]2[CH:5]=[CH:4][C:3]([OH:2])=[CH:8][CH:7]=2)[CH2:19][CH2:20][O:21][CH2:22][CH2:23]1, predict the reactants needed to synthesize it. (4) The reactants are: [NH2:1][N:2]1[CH:6]=[CH:5][CH:4]=[C:3]1[C:7]([NH:9][C:10]1[CH:15]=[CH:14][CH:13]=[CH:12][CH:11]=1)=[O:8].[C:16]([O:20][C:21]([NH:23][C@@H:24]([CH2:28][CH3:29])[C:25](O)=[O:26])=[O:22])([CH3:19])([CH3:18])[CH3:17].CCN=C=NCCCN(C)C.Cl. Given the product [O:26]=[C:25]([NH:1][N:2]1[CH:6]=[CH:5][CH:4]=[C:3]1[C:7](=[O:8])[NH:9][C:10]1[CH:15]=[CH:14][CH:13]=[CH:12][CH:11]=1)[C@@H:24]([NH:23][C:21](=[O:22])[O:20][C:16]([CH3:19])([CH3:18])[CH3:17])[CH2:28][CH3:29], predict the reactants needed to synthesize it. (5) Given the product [F:17][C:14]([F:15])([F:16])[C:11]1[CH:12]=[CH:13][N:9]([CH2:8][C:7]([OH:18])=[O:6])[N:10]=1, predict the reactants needed to synthesize it. The reactants are: O.[OH-].[Li+].C([O:6][C:7](=[O:18])[CH2:8][N:9]1[CH:13]=[CH:12][C:11]([C:14]([F:17])([F:16])[F:15])=[N:10]1)C.